Dataset: M1 muscarinic receptor agonist screen with 61,833 compounds. Task: Binary Classification. Given a drug SMILES string, predict its activity (active/inactive) in a high-throughput screening assay against a specified biological target. (1) The molecule is s1c(c2[nH]n3C(C(=C(N=c3n2)C)C(=O)Nc2c(OC)cccc2)c2cccnc2)ccc1. The result is 0 (inactive). (2) The drug is S(=O)(=O)(N1CCN(CC1)C(=O)CCCc1c2c([nH]c1)cccc2)c1sccc1. The result is 0 (inactive). (3) The molecule is O=C1Nc2c(N(C1(C)C)C(=O)COC(=O)Cn1c(=O)c3c(nc1)cccc3)cccc2. The result is 0 (inactive). (4) The molecule is Brc1c(NC(=O)c2nn3c(cc(nc3n2)C)C(F)F)c(F)cc(F)c1. The result is 0 (inactive). (5) The compound is S(=O)(=O)(c1cc2c(C(=O)N(C2=O)C)cc1)c1ccc(cc1)C(O)=O. The result is 0 (inactive). (6) The compound is S(c1n(CC2OCCC2)c(nn1)c1occc1)CC(=O)c1ccccc1. The result is 0 (inactive). (7) The drug is S(CC(=O)NCCCN1CCOCC1)c1ccc(cc1)C. The result is 0 (inactive). (8) The compound is Fc1ccc(CN(C(=O)N2CCCC2)Cc2cc3c([nH]c2=O)ccc(OCC)c3)cc1. The result is 0 (inactive). (9) The compound is Clc1cc(NC(=O)NCCN2CCCCC2)ccc1F. The result is 0 (inactive).